Dataset: Peptide-MHC class I binding affinity with 185,985 pairs from IEDB/IMGT. Task: Regression. Given a peptide amino acid sequence and an MHC pseudo amino acid sequence, predict their binding affinity value. This is MHC class I binding data. (1) The peptide sequence is ITWETPMIW. The MHC is HLA-B07:02 with pseudo-sequence HLA-B07:02. The binding affinity (normalized) is 0.0847. (2) The peptide sequence is YLRRRIGMI. The MHC is BoLA-HD6 with pseudo-sequence BoLA-HD6. The binding affinity (normalized) is 1.00. (3) The peptide sequence is AESICSYWL. The binding affinity (normalized) is 0.0847. The MHC is HLA-B51:01 with pseudo-sequence HLA-B51:01. (4) The peptide sequence is KLLWFLTGT. The MHC is HLA-A03:01 with pseudo-sequence HLA-A03:01. The binding affinity (normalized) is 0.201. (5) The peptide sequence is GGPNLYNI. The MHC is Mamu-A02 with pseudo-sequence Mamu-A02. The binding affinity (normalized) is 0.